Dataset: Forward reaction prediction with 1.9M reactions from USPTO patents (1976-2016). Task: Predict the product of the given reaction. (1) The product is: [CH2:41]([O:40][C:38]([C:9]1[NH:8][C:12]2[C:13](=[O:37])[N:14]([CH3:36])[CH:15]=[C:16]([C:17]3[CH:22]=[C:21]([CH2:23][S:24]([CH3:27])(=[O:25])=[O:26])[CH:20]=[CH:19][C:18]=3[NH:28][C:29]3[CH:30]=[CH:31][C:32]([F:35])=[CH:33][CH:34]=3)[C:11]=2[CH:10]=1)=[O:39])[CH3:42]. Given the reactants C([N:8]1[C:12]2[C:13](=[O:37])[N:14]([CH3:36])[CH:15]=[C:16]([C:17]3[CH:22]=[C:21]([CH2:23][S:24]([CH3:27])(=[O:26])=[O:25])[CH:20]=[CH:19][C:18]=3[NH:28][C:29]3[CH:34]=[CH:33][C:32]([F:35])=[CH:31][CH:30]=3)[C:11]=2[CH:10]=[C:9]1[C:38]([O:40][CH2:41][CH3:42])=[O:39])C1C=CC=CC=1.C1(OC)C=CC=CC=1.OS(O)(=O)=O.C(O)(C(F)(F)F)=O, predict the reaction product. (2) Given the reactants OCC1C=CC(B(O)O)=CC=1.Cl[C:13]1[C:14]([C:19]#[N:20])=[N:15][CH:16]=[CH:17][CH:18]=1.CC1(C)C(C)(C)OB([C:29]2[CH:34]=[CH:33][C:32]([OH:35])=[CH:31][CH:30]=2)O1, predict the reaction product. The product is: [OH:35][C:32]1[CH:33]=[CH:34][C:29]([C:13]2[C:14]([C:19]#[N:20])=[N:15][CH:16]=[CH:17][CH:18]=2)=[CH:30][CH:31]=1. (3) Given the reactants C[O:2][C:3]([C@@H:5]1[CH2:10][CH2:9][CH2:8][CH2:7][N:6]1[C:11]([O:13][CH2:14][C:15]1[CH:20]=[CH:19][CH:18]=[CH:17][CH:16]=1)=[O:12])=[O:4].[OH-].[K+], predict the reaction product. The product is: [CH2:14]([O:13][C:11]([N:6]1[CH2:7][CH2:8][CH2:9][CH2:10][C@H:5]1[C:3]([OH:4])=[O:2])=[O:12])[C:15]1[CH:16]=[CH:17][CH:18]=[CH:19][CH:20]=1. (4) Given the reactants [O-:1][CH2:2][CH3:3].[Na+].[C:5]([CH2:7][C:8]1[CH:17]=[CH:16][CH:15]=[CH:14][C:9]=1[C:10]([O:12]C)=O)#[N:6].[N+:18]([C:21]1[S:22][CH:23]=[CH:24][CH:25]=1)([O-])=[O:19].O, predict the reaction product. The product is: [CH2:2]([O:1][C:10](=[O:12])[C:9]1[CH:14]=[CH:15][CH:16]=[CH:17][C:8]=1[C:7]([C:5]#[N:6])=[C:23]1[CH:24]=[CH:25][C:21](=[N:18][OH:19])[S:22]1)[CH3:3]. (5) Given the reactants N[C:2]1[N:7]=[CH:6][C:5]([N:8]2[CH2:14][CH2:13][CH2:12][NH:11][CH2:10][CH2:9]2)=[CH:4][CH:3]=1.N([O-])=O.[Na+].[OH-].[Na+].[C:21]([OH:28])(=[O:27])/[CH:22]=[CH:23]/[C:24]([OH:26])=[O:25].[ClH:29], predict the reaction product. The product is: [C:21]([OH:28])(=[O:27])/[CH:22]=[CH:23]/[C:24]([OH:26])=[O:25].[Cl:29][C:2]1[N:7]=[CH:6][C:5]([N:8]2[CH2:14][CH2:13][CH2:12][NH:11][CH2:10][CH2:9]2)=[CH:4][CH:3]=1.